The task is: Predict the product of the given reaction.. This data is from Forward reaction prediction with 1.9M reactions from USPTO patents (1976-2016). (1) Given the reactants Cl.[N+:2]([C:5]1[CH:6]=[C:7]([CH:10]=[CH:11][CH:12]=1)[CH2:8][NH2:9])([O-:4])=[O:3].C(N(CC)CC)C.[C:20]1([N:26]=[C:27]=[O:28])[CH:25]=[CH:24][CH:23]=[CH:22][CH:21]=1, predict the reaction product. The product is: [N+:2]([C:5]1[CH:6]=[C:7]([CH:10]=[CH:11][CH:12]=1)[CH2:8][NH:9][C:27]([NH:26][C:20]1[CH:25]=[CH:24][CH:23]=[CH:22][CH:21]=1)=[O:28])([O-:4])=[O:3]. (2) Given the reactants [Cl:1][C:2]1[CH:3]=[C:4]([CH2:24][C:25]([O:27][CH2:28][CH3:29])=[O:26])[CH:5]=[C:6]([C:14]2[CH:19]=[CH:18][C:17]([C:20]([F:23])([F:22])[F:21])=[CH:16][CH:15]=2)[C:7]=1[O:8][CH2:9][C:10]([F:13])([F:12])[F:11].[H-].[Na+].[CH:32]1(Br)[CH2:36][CH2:35][CH2:34][CH2:33]1.[NH4+].[Cl-], predict the reaction product. The product is: [Cl:1][C:2]1[CH:3]=[C:4]([CH:24]([CH:32]2[CH2:36][CH2:35][CH2:34][CH2:33]2)[C:25]([O:27][CH2:28][CH3:29])=[O:26])[CH:5]=[C:6]([C:14]2[CH:15]=[CH:16][C:17]([C:20]([F:21])([F:22])[F:23])=[CH:18][CH:19]=2)[C:7]=1[O:8][CH2:9][C:10]([F:13])([F:12])[F:11]. (3) Given the reactants [F:1][C:2]1[CH:7]=[CH:6][C:5]([CH3:8])=[CH:4][C:3]=1[NH:9][C:10]1[N:15]2[N:16]=[CH:17][C:18]([C:19]([OH:21])=O)=[C:14]2[N:13]=[CH:12][C:11]=1[C:22]([N:24]1[CH2:29][CH2:28][C:27]([F:36])([C:30]2[CH:35]=[CH:34][CH:33]=[CH:32][CH:31]=2)[CH2:26][CH2:25]1)=[O:23].[CH2:37]([S:39]([NH2:42])(=[O:41])=[O:40])[CH3:38], predict the reaction product. The product is: [F:1][C:2]1[CH:7]=[CH:6][C:5]([CH3:8])=[CH:4][C:3]=1[NH:9][C:10]1[N:15]2[N:16]=[CH:17][C:18]([C:19]([NH:42][S:39]([CH2:37][CH3:38])(=[O:41])=[O:40])=[O:21])=[C:14]2[N:13]=[CH:12][C:11]=1[C:22]([N:24]1[CH2:25][CH2:26][C:27]([F:36])([C:30]2[CH:31]=[CH:32][CH:33]=[CH:34][CH:35]=2)[CH2:28][CH2:29]1)=[O:23]. (4) Given the reactants Br[CH2:2][C:3]1[N:8]=[C:7]([N:9]2[CH2:14][CH2:13][O:12][CH2:11][CH2:10]2)[CH:6]=[C:5]([Cl:15])[N:4]=1.[CH2:16]1[C:25]2[C:20](=[CH:21][CH:22]=[CH:23][CH:24]=2)[CH2:19][CH2:18][NH:17]1.C(=O)([O-])[O-].[K+].[K+], predict the reaction product. The product is: [Cl:15][C:5]1[CH:6]=[C:7]([N:9]2[CH2:14][CH2:13][O:12][CH2:11][CH2:10]2)[N:8]=[C:3]([CH2:2][N:17]2[CH2:18][CH2:19][C:20]3[C:25](=[CH:24][CH:23]=[CH:22][CH:21]=3)[CH2:16]2)[N:4]=1.